From a dataset of Reaction yield outcomes from USPTO patents with 853,638 reactions. Predict the reaction yield, written as a fraction of the theoretical maximum amount of product (1.0 means a 100% yield; for example, 0.34 means a 34% yield). (1) The reactants are Br[C:2]1[N:3]([CH:24]([CH3:26])[CH3:25])[C:4]2[C:9]([N:10]=1)=[C:8]([C:11]1[CH:12]=[N:13][C:14]([NH2:17])=[N:15][CH:16]=1)[N:7]=[C:6]([N:18]1[CH2:23][CH2:22][O:21][CH2:20][CH2:19]1)[N:5]=2.[CH3:27][Zn]C.CO. The catalyst is O1CCOCC1.C1C=CC(P(C2C=CC=CC=2)[C-]2C=CC=C2)=CC=1.C1C=CC(P(C2C=CC=CC=2)[C-]2C=CC=C2)=CC=1.Cl[Pd]Cl.[Fe+2]. The product is [CH:24]([N:3]1[C:2]([CH3:27])=[N:10][C:9]2[C:4]1=[N:5][C:6]([N:18]1[CH2:23][CH2:22][O:21][CH2:20][CH2:19]1)=[N:7][C:8]=2[C:11]1[CH:12]=[N:13][C:14]([NH2:17])=[N:15][CH:16]=1)([CH3:26])[CH3:25]. The yield is 0.470. (2) The reactants are [N+:1]([C:4]1[CH:39]=[CH:38][C:7]([O:8][CH2:9][CH2:10][CH2:11][CH2:12][Si:13]([CH3:37])([CH3:36])[O:14][Si:15]([CH3:35])([CH3:34])[O:16][Si:17]([CH2:20][CH2:21][CH2:22][CH2:23][O:24][C:25]2[CH:30]=[CH:29][C:28]([N+:31]([O-])=O)=[CH:27][CH:26]=2)([CH3:19])[CH3:18])=[CH:6][CH:5]=1)([O-])=O. The catalyst is [Pd]. The product is [NH2:31][C:28]1[CH:29]=[CH:30][C:25]([O:24][CH2:23][CH2:22][CH2:21][CH2:20][Si:17]([CH3:19])([CH3:18])[O:16][Si:15]([CH3:35])([CH3:34])[O:14][Si:13]([CH2:12][CH2:11][CH2:10][CH2:9][O:8][C:7]2[CH:6]=[CH:5][C:4]([NH2:1])=[CH:39][CH:38]=2)([CH3:36])[CH3:37])=[CH:26][CH:27]=1. The yield is 0.990. (3) The reactants are [Br:1][C:2]1[S:3][CH:4]=[C:5]([C:7]([OH:9])=O)[N:6]=1.CN(C(ON1N=NC2[CH:21]=[CH:22][CH:23]=[N:24]C1=2)=[N+](C)C)C.F[P-](F)(F)(F)(F)F.C1(N)CC1.CCN(CC)CC. The catalyst is C1COCC1.CN(C=O)C.CCOC(C)=O. The product is [Br:1][C:2]1[S:3][CH:4]=[C:5]([C:7]([NH:24][CH:23]2[CH2:21][CH2:22]2)=[O:9])[N:6]=1. The yield is 0.420. (4) The reactants are [N+:1]([C:4]1[CH:9]=[CH:8][C:7]([NH2:10])=[C:6]([NH2:11])[CH:5]=1)([O-:3])=[O:2]. The catalyst is C(Cl)(Cl)Cl.CO. The product is [CH2:9]([C:8]1[NH:11][C:6]2[CH:5]=[C:4]([N+:1]([O-:3])=[O:2])[CH:9]=[CH:8][C:7]=2[N:10]=1)[CH2:4][CH2:5][CH2:6][CH3:7]. The yield is 0.780. (5) The reactants are [CH3:1][O:2][C:3]1[CH:9]=[CH:8][CH:7]=[CH:6][C:4]=1[NH2:5].[NH2:10][C:11]1[C:12]([C:33](O)=[O:34])=[N:13][C:14]([C:17]2[CH:22]=[CH:21][C:20]([S:23]([N:26]3[CH2:31][CH2:30][N:29]([CH3:32])[CH2:28][CH2:27]3)(=[O:25])=[O:24])=[CH:19][CH:18]=2)=[CH:15][N:16]=1.F[B-](F)(F)F.N1(OC(N(C)C)=[N+](C)C)C2C=CC=CC=2N=N1.O.ON1C2C=CC=CC=2N=N1.C(N(C(C)C)C(C)C)C.[ClH:78]. The catalyst is CN(C)C=O.C(Cl)Cl.C(OCC)C. The product is [ClH:78].[NH2:10][C:11]1[C:12]([C:33]([NH:5][C:4]2[CH:6]=[CH:7][CH:8]=[CH:9][C:3]=2[O:2][CH3:1])=[O:34])=[N:13][C:14]([C:17]2[CH:18]=[CH:19][C:20]([S:23]([N:26]3[CH2:27][CH2:28][N:29]([CH3:32])[CH2:30][CH2:31]3)(=[O:25])=[O:24])=[CH:21][CH:22]=2)=[CH:15][N:16]=1. The yield is 0.120. (6) The reactants are [F-:1].[F-:2].[F-].C(N(CC)CC)C.[B-](F)(F)(F)F.CCN([S+](F)F)CC.[Br:24][C:25]1[C:30]([CH:31]=O)=[CH:29][C:28]([Br:33])=[CH:27][N:26]=1. The catalyst is C(Cl)Cl.CC(OC)(C)C. The product is [Br:24][C:25]1[C:30]([CH:31]([F:2])[F:1])=[CH:29][C:28]([Br:33])=[CH:27][N:26]=1. The yield is 0.880.